Dataset: Full USPTO retrosynthesis dataset with 1.9M reactions from patents (1976-2016). Task: Predict the reactants needed to synthesize the given product. (1) Given the product [Cl:1][C:2]1[CH:11]=[CH:10][C:5]([C:6]([NH:8][N:9]=[C:18]([C:15]2[CH:16]=[CH:17][CH:12]=[CH:13][CH:14]=2)[CH:20]=[N:21][OH:22])=[O:7])=[CH:4][CH:3]=1, predict the reactants needed to synthesize it. The reactants are: [Cl:1][C:2]1[CH:11]=[CH:10][C:5]([C:6]([NH:8][NH2:9])=[O:7])=[CH:4][CH:3]=1.[CH:12]1[CH:17]=[CH:16][C:15]([C:18](/[CH:20]=[N:21]/[OH:22])=O)=[CH:14][CH:13]=1. (2) The reactants are: [Cl:1][C:2]1[CH:3]=[C:4]([N:10]2[C:14]([CH3:15])=[C:13]([O:16][C:17]3[CH:22]=[CH:21][C:20]([C:23]([NH:25][CH2:26][C:27](O)=[O:28])=[O:24])=[CH:19][CH:18]=3)[C:12]([CH3:30])=[N:11]2)[CH:5]=[CH:6][C:7]=1[C:8]#[N:9].[NH4+].O[N:33]1C2C=CC=CC=2N=N1.Cl.CN(C)CCCN=C=NCC.Cl. Given the product [NH2:33][C:27](=[O:28])[CH2:26][NH:25][C:23](=[O:24])[C:20]1[CH:21]=[CH:22][C:17]([O:16][C:13]2[C:12]([CH3:30])=[N:11][N:10]([C:4]3[CH:5]=[CH:6][C:7]([C:8]#[N:9])=[C:2]([Cl:1])[CH:3]=3)[C:14]=2[CH3:15])=[CH:18][CH:19]=1, predict the reactants needed to synthesize it. (3) Given the product [CH2:28]([O:27][CH2:26][CH:25]([CH2:44][OH:45])[OH:24])[CH2:29][CH2:30][CH2:31][CH2:32][CH2:33][CH2:34][CH2:35][CH2:36][CH2:37][CH2:38][CH2:39][CH2:40][CH2:41][CH2:42][CH3:43], predict the reactants needed to synthesize it. The reactants are: C([O:24][CH:25]([CH2:44][OH:45])[CH2:26][O:27][CH2:28][CH2:29][CH2:30][CH2:31][CH2:32][CH2:33][CH2:34][CH2:35][CH2:36][CH2:37][CH2:38][CH2:39][CH2:40][CH2:41][CH2:42][CH3:43])(=O)/C=C\C=CC=CC=CC=CC=CCCCCCCCCC.